From a dataset of Catalyst prediction with 721,799 reactions and 888 catalyst types from USPTO. Predict which catalyst facilitates the given reaction. (1) Reactant: [CH3:1][N:2]([C:4](=[O:28])[C:5]([NH:7][C:8]12[CH2:16][CH2:15][CH:12]([CH2:13][CH2:14]1)[CH2:11][N:10]1[C:17](=[O:27])[C:18]([OH:26])=[C:19]([C:21]([O:23]CC)=O)[N:20]=[C:9]21)=[O:6])[CH3:3].Cl.Cl.[F:31][C:32]1[CH:37]=[CH:36][C:35]([CH2:38][NH2:39])=[C:34]([N:40]2[C:44]([CH3:45])=[CH:43][N:42]=[N:41]2)[CH:33]=1.C(N(CC)CC)C. The catalyst class is: 8. Product: [F:31][C:32]1[CH:37]=[CH:36][C:35]([CH2:38][NH:39][C:21]([C:19]2[N:20]=[C:9]3[C:8]4([NH:7][C:5](=[O:6])[C:4]([N:2]([CH3:3])[CH3:1])=[O:28])[CH2:14][CH2:13][CH:12]([CH2:15][CH2:16]4)[CH2:11][N:10]3[C:17](=[O:27])[C:18]=2[OH:26])=[O:23])=[C:34]([N:40]2[C:44]([CH3:45])=[CH:43][N:42]=[N:41]2)[CH:33]=1. (2) Reactant: C([O:5][C:6]([C@H:8]([N:10]1[C:15](=[O:16])[C@H:14]([OH:17])[C@H:13]([OH:18])[CH2:12][O:11]1)[CH3:9])=[O:7])(C)(C)C. Product: [C:6]([C@H:8]([N:10]1[C:15](=[O:16])[C@H:14]([OH:17])[C@H:13]([OH:18])[CH2:12][O:11]1)[CH3:9])([OH:7])=[O:5]. The catalyst class is: 557. (3) The catalyst class is: 4. Reactant: CNN.[C:4]1([CH3:31])[CH:9]=[CH:8][C:7]([S:10]([N:13]2[CH:17]=[CH:16][N:15]=[C:14]2[CH2:18][O:19][N:20]2C(=O)C3C(=CC=CC=3)C2=O)(=[O:12])=[O:11])=[CH:6][CH:5]=1. Product: [C:4]1([CH3:31])[CH:5]=[CH:6][C:7]([S:10]([N:13]2[CH:17]=[CH:16][N:15]=[C:14]2[CH2:18][O:19][NH2:20])(=[O:12])=[O:11])=[CH:8][CH:9]=1. (4) Reactant: [C:1]([C:4]1[C:22](=[O:23])[C@@:8]2([CH3:24])[C:9]3[C:15]([OH:16])=[CH:14][C:13]([O:17][CH3:18])=[C:12]([C:19]([NH2:21])=[O:20])[C:10]=3[O:11][C:7]2=[CH:6][C:5]=1[OH:25])(=[O:3])[CH3:2].[CH3:26][C:27]1[C:34]([CH3:35])=[C:33]([O:36][CH2:37][C:38]#[C:39][CH2:40][CH3:41])[C:32]([CH3:42])=[C:31]([CH3:43])[C:28]=1[CH:29]=O.C([SiH](CC)CC)C.FC(F)(F)C(O)=O. Product: [C:1]([C:4]1[C:22](=[O:23])[C@@:8]2([CH3:24])[C:9]3[C:15]([OH:16])=[CH:14][C:13]([O:17][CH3:18])=[C:12]([C:19]([NH:21][CH2:29][C:28]4[C:27]([CH3:26])=[C:34]([CH3:35])[C:33]([O:36][CH2:37][C:38]#[C:39][CH2:40][CH3:41])=[C:32]([CH3:42])[C:31]=4[CH3:43])=[O:20])[C:10]=3[O:11][C:7]2=[CH:6][C:5]=1[OH:25])(=[O:3])[CH3:2]. The catalyst class is: 10. (5) Reactant: [Br:1][C:2]1[N:7]=[C:6]([NH2:8])[CH:5]=[CH:4][CH:3]=1.C(=O)(O)[O-].[Na+].O.[C:15](Cl)(Cl)=[S:16]. Product: [Br:1][C:2]1[CH:3]=[CH:4][CH:5]=[C:6]([N:8]=[C:15]=[S:16])[N:7]=1. The catalyst class is: 22. (6) Reactant: [N+](C1C=C(S(O[CH2:14][C@@H:15]2[CH2:17][O:16]2)(=O)=O)C=CC=1)([O-])=O.[OH:18][C:19]1[CH:28]=[C:27]([CH3:29])[CH:26]=[CH:25][C:20]=1[C:21]([O:23][CH3:24])=[O:22].C([O-])([O-])=O.[Cs+].[Cs+]. Product: [CH3:29][C:27]1[CH:26]=[CH:25][C:20]([C:21]([O:23][CH3:24])=[O:22])=[C:19]([O:18][CH2:14][C@@H:15]2[CH2:17][O:16]2)[CH:28]=1. The catalyst class is: 3.